This data is from Full USPTO retrosynthesis dataset with 1.9M reactions from patents (1976-2016). The task is: Predict the reactants needed to synthesize the given product. Given the product [OH:34][C:33]1[C:28]2[N:27]=[C:26]3[C:20]4([N:23]([C:43]([O:45][C:46]([CH3:49])([CH3:48])[CH3:47])=[O:44])[C:24](=[O:42])[N:25]3[C:29]=2[CH:30]=[CH:31][CH:32]=1)[CH2:21][CH2:22][N:17]([C:12]1[C:11]2[CH:10]=[CH:9][N:8]([C:6]([O:5][C:2]([CH3:3])([CH3:4])[CH3:1])=[O:7])[C:16]=2[N:15]=[CH:14][N:13]=1)[CH2:18][CH2:19]4, predict the reactants needed to synthesize it. The reactants are: [CH3:1][C:2]([O:5][C:6]([N:8]1[C:16]2[N:15]=[CH:14][N:13]=[C:12]([N:17]3[CH2:22][CH2:21][C:20]4([C:26]5=[N:27][C:28]6[C:33]([O:34]CC7C=CC=CC=7)=[CH:32][CH:31]=[CH:30][C:29]=6[N:25]5[C:24](=[O:42])[N:23]4[C:43]([O:45][C:46]([CH3:49])([CH3:48])[CH3:47])=[O:44])[CH2:19][CH2:18]3)[C:11]=2[CH:10]=[CH:9]1)=[O:7])([CH3:4])[CH3:3].